From a dataset of NCI-60 drug combinations with 297,098 pairs across 59 cell lines. Regression. Given two drug SMILES strings and cell line genomic features, predict the synergy score measuring deviation from expected non-interaction effect. (1) Drug 1: CCN(CC)CCNC(=O)C1=C(NC(=C1C)C=C2C3=C(C=CC(=C3)F)NC2=O)C. Drug 2: CCC1(CC2CC(C3=C(CCN(C2)C1)C4=CC=CC=C4N3)(C5=C(C=C6C(=C5)C78CCN9C7C(C=CC9)(C(C(C8N6C)(C(=O)OC)O)OC(=O)C)CC)OC)C(=O)OC)O.OS(=O)(=O)O. Cell line: PC-3. Synergy scores: CSS=7.61, Synergy_ZIP=5.21, Synergy_Bliss=2.76, Synergy_Loewe=3.24, Synergy_HSA=1.86. (2) Drug 1: CC1=C(C=C(C=C1)C(=O)NC2=CC(=CC(=C2)C(F)(F)F)N3C=C(N=C3)C)NC4=NC=CC(=N4)C5=CN=CC=C5. Drug 2: CC1CCCC2(C(O2)CC(NC(=O)CC(C(C(=O)C(C1O)C)(C)C)O)C(=CC3=CSC(=N3)C)C)C. Cell line: OVCAR3. Synergy scores: CSS=51.0, Synergy_ZIP=2.27, Synergy_Bliss=0.0602, Synergy_Loewe=-9.78, Synergy_HSA=0.0110.